Dataset: Full USPTO retrosynthesis dataset with 1.9M reactions from patents (1976-2016). Task: Predict the reactants needed to synthesize the given product. (1) Given the product [F:23][C:20]1[CH:19]=[CH:18][C:17]([C:16]2[S:15][C:14]([CH3:24])=[N:13][C:12]=2[C:10]([N:4]2[CH2:5][CH2:6][CH2:7][CH:8]3[CH2:9][NH:1][CH2:2][CH:3]23)=[O:11])=[CH:22][CH:21]=1, predict the reactants needed to synthesize it. The reactants are: [NH2:1][CH2:2][C@@H:3]1[C@@H:8]([CH3:9])[CH2:7][CH2:6][CH2:5][N:4]1[C:10]([C:12]1[N:13]=[C:14]([CH3:24])[S:15][C:16]=1[C:17]1[CH:22]=[CH:21][C:20]([F:23])=[CH:19][CH:18]=1)=[O:11].N1CCCC2CN(C(OC(C)(C)C)=O)CC12. (2) Given the product [Cl:1][C:2]1[CH:3]=[C:4]2[C:12](=[O:13])[C:11]3[CH:14]=[C:15]([OH:24])[CH:16]=[CH:17][C:10]=3[CH:9]=[CH:8][C:5]2=[N:6][CH:7]=1, predict the reactants needed to synthesize it. The reactants are: [Cl:1][C:2]1[CH:3]=[C:4]2[C:12](=[O:13])[C:11]3[CH:14]=[C:15](B(O)O)[CH:16]=[CH:17][C:10]=3[CH:9]=[CH:8][C:5]2=[N:6][CH:7]=1.C1C[O:24]CC1. (3) Given the product [CH3:1][C:2]1[CH:7]=[CH:6][C:5]([S:8]([O:11][CH2:12][P:13]([CH3:18])(=[O:17])[O:14][CH2:15][CH3:16])(=[O:9])=[O:10])=[CH:4][CH:3]=1, predict the reactants needed to synthesize it. The reactants are: [CH3:1][C:2]1[CH:7]=[CH:6][C:5]([S:8]([O:11][CH2:12][PH:13](=[O:17])[O:14][CH2:15][CH3:16])(=[O:10])=[O:9])=[CH:4][CH:3]=1.[CH3:18][Mg+].[Br-]. (4) Given the product [CH2:1]([O:8][C:9]1[CH:10]=[C:11]([CH:15]=[CH:16][C:17]=1[N+:18]([O-:20])=[O:19])[C:12]([NH:25][C:26]1[CH:31]=[CH:30][CH:29]=[CH:28][C:27]=1[S:32](=[O:34])(=[O:33])[NH2:35])=[O:14])[C:2]1[CH:3]=[CH:4][CH:5]=[CH:6][CH:7]=1, predict the reactants needed to synthesize it. The reactants are: [CH2:1]([O:8][C:9]1[CH:10]=[C:11]([CH:15]=[CH:16][C:17]=1[N+:18]([O-:20])=[O:19])[C:12]([OH:14])=O)[C:2]1[CH:7]=[CH:6][CH:5]=[CH:4][CH:3]=1.S(Cl)(Cl)=O.[NH2:25][C:26]1[CH:31]=[CH:30][CH:29]=[CH:28][C:27]=1[S:32]([NH2:35])(=[O:34])=[O:33]. (5) The reactants are: Cl[C:2]1[N:7]=[C:6]([C:8]2[N:12]3[CH:13]=[CH:14][CH:15]=[CH:16][C:11]3=[N:10][C:9]=2[C:17]2[CH:18]=[CH:19][C:20]([O:34][CH3:35])=[C:21]([CH:33]=2)[C:22]([NH:24][C:25]2[C:30]([F:31])=[CH:29][CH:28]=[CH:27][C:26]=2[F:32])=[O:23])[CH:5]=[CH:4][N:3]=1.[CH3:36][C:37]1[C:38]([N:46]2[CH2:51][CH2:50][N:49]([S:52]([CH3:55])(=[O:54])=[O:53])[CH2:48][CH2:47]2)=[CH:39][C:40]([O:44][CH3:45])=[C:41]([CH:43]=1)[NH2:42].C1(C)C=CC(S(O)(=O)=O)=CC=1.C(O)C(F)(F)F.N. Given the product [F:32][C:26]1[CH:27]=[CH:28][CH:29]=[C:30]([F:31])[C:25]=1[NH:24][C:22](=[O:23])[C:21]1[CH:33]=[C:17]([C:9]2[N:10]=[C:11]3[CH:16]=[CH:15][CH:14]=[CH:13][N:12]3[C:8]=2[C:6]2[CH:5]=[CH:4][N:3]=[C:2]([NH:42][C:41]3[CH:43]=[C:37]([CH3:36])[C:38]([N:46]4[CH2:51][CH2:50][N:49]([S:52]([CH3:55])(=[O:54])=[O:53])[CH2:48][CH2:47]4)=[CH:39][C:40]=3[O:44][CH3:45])[N:7]=2)[CH:18]=[CH:19][C:20]=1[O:34][CH3:35], predict the reactants needed to synthesize it. (6) Given the product [F:21][C:18]1[C:19]([F:20])=[C:12]([C:2]#[C:1][C:3]2[C:8]([CH3:9])=[CH:7][CH:6]=[CH:5][C:4]=2[CH3:10])[C:13]([F:23])=[C:14]([F:22])[C:15]=1[C:16]#[N:17], predict the reactants needed to synthesize it. The reactants are: [C:1]([C:3]1[C:8]([CH3:9])=[CH:7][CH:6]=[CH:5][C:4]=1[CH3:10])#[CH:2].Br[C:12]1[C:19]([F:20])=[C:18]([F:21])[C:15]([C:16]#[N:17])=[C:14]([F:22])[C:13]=1[F:23].C(NC(C)C)(C)C.